Predict which catalyst facilitates the given reaction. From a dataset of Catalyst prediction with 721,799 reactions and 888 catalyst types from USPTO. (1) Reactant: [F:1][C:2]([F:15])([F:14])[C:3]1[CH:12]=[C:11]2[C:6]([CH2:7][CH2:8][NH:9][C:10]2=[O:13])=[CH:5][CH:4]=1.I[C:17]1[CH:18]=[N:19][CH:20]=[CH:21][C:22]=1[CH3:23].P([O-])([O-])([O-])=O.[K+].[K+].[K+]. Product: [CH3:23][C:22]1[CH:21]=[CH:20][N:19]=[CH:18][C:17]=1[N:9]1[CH2:8][CH2:7][C:6]2[C:11](=[CH:12][C:3]([C:2]([F:1])([F:14])[F:15])=[CH:4][CH:5]=2)[C:10]1=[O:13]. The catalyst class is: 246. (2) Reactant: [F:1][C:2]1[CH:7]=[C:6]([F:8])[CH:5]=[CH:4][C:3]=1[N:9]1[CH:13]([C:14]2[CH:19]=[CH:18][CH:17]=[C:16]([C:20]3[CH:21]=[C:22]([CH:28]=[O:29])[C:23]([O:26][CH3:27])=[N:24][CH:25]=3)[CH:15]=2)[CH2:12][C:11]([C:30]([F:36])([F:35])[C:31]([F:34])([F:33])[F:32])=[N:10]1.[BH4-].[Na+]. Product: [F:1][C:2]1[CH:7]=[C:6]([F:8])[CH:5]=[CH:4][C:3]=1[N:9]1[CH:13]([C:14]2[CH:19]=[CH:18][CH:17]=[C:16]([C:20]3[CH:25]=[N:24][C:23]([O:26][CH3:27])=[C:22]([CH2:28][OH:29])[CH:21]=3)[CH:15]=2)[CH2:12][C:11]([C:30]([F:36])([F:35])[C:31]([F:34])([F:32])[F:33])=[N:10]1. The catalyst class is: 8. (3) Reactant: [O:1]=[C:2]1[N:6]([CH:7]2[CH2:12][CH2:11][N:10]([C@H:13]3[CH2:17][CH2:16][N:15]([C:18](OC(C)(C)C)=[O:19])[CH2:14]3)[CH2:9][CH2:8]2)[C:5]2[CH:25]=[CH:26][CH:27]=[CH:28][C:4]=2[NH:3]1.FC(F)(F)C(O)=O.[O:36]1[CH2:40][CH2:39][CH2:38][C@H:37]1C(O)=O.CCN(C(C)C)C(C)C.CN(C(ON1N=NC2C=CC=NC1=2)=[N+](C)C)C.F[P-](F)(F)(F)(F)F. Product: [O:36]1[CH2:40][CH2:39][CH2:38][C@H:37]1[C:18]([N:15]1[CH2:16][CH2:17][C@H:13]([N:10]2[CH2:11][CH2:12][CH:7]([N:6]3[C:5]4[CH:25]=[CH:26][CH:27]=[CH:28][C:4]=4[NH:3][C:2]3=[O:1])[CH2:8][CH2:9]2)[CH2:14]1)=[O:19]. The catalyst class is: 59.